Dataset: NCI-60 drug combinations with 297,098 pairs across 59 cell lines. Task: Regression. Given two drug SMILES strings and cell line genomic features, predict the synergy score measuring deviation from expected non-interaction effect. (1) Drug 1: CNC(=O)C1=CC=CC=C1SC2=CC3=C(C=C2)C(=NN3)C=CC4=CC=CC=N4. Drug 2: C1CN(CCN1C(=O)CCBr)C(=O)CCBr. Cell line: SK-MEL-5. Synergy scores: CSS=-0.443, Synergy_ZIP=0.403, Synergy_Bliss=2.05, Synergy_Loewe=-5.83, Synergy_HSA=-4.37. (2) Drug 1: CC1C(C(=O)NC(C(=O)N2CCCC2C(=O)N(CC(=O)N(C(C(=O)O1)C(C)C)C)C)C(C)C)NC(=O)C3=C4C(=C(C=C3)C)OC5=C(C(=O)C(=C(C5=N4)C(=O)NC6C(OC(=O)C(N(C(=O)CN(C(=O)C7CCCN7C(=O)C(NC6=O)C(C)C)C)C)C(C)C)C)N)C. Drug 2: CCC1(C2=C(COC1=O)C(=O)N3CC4=CC5=C(C=CC(=C5CN(C)C)O)N=C4C3=C2)O.Cl. Cell line: SN12C. Synergy scores: CSS=38.1, Synergy_ZIP=-7.66, Synergy_Bliss=-12.2, Synergy_Loewe=-19.2, Synergy_HSA=-11.3. (3) Drug 1: C(=O)(N)NO. Drug 2: C1CNP(=O)(OC1)N(CCCl)CCCl. Cell line: RXF 393. Synergy scores: CSS=1.79, Synergy_ZIP=0.358, Synergy_Bliss=1.29, Synergy_Loewe=0.368, Synergy_HSA=0.422. (4) Drug 1: C1=CC(=CC=C1CCC2=CNC3=C2C(=O)NC(=N3)N)C(=O)NC(CCC(=O)O)C(=O)O. Drug 2: CNC(=O)C1=NC=CC(=C1)OC2=CC=C(C=C2)NC(=O)NC3=CC(=C(C=C3)Cl)C(F)(F)F. Cell line: HT29. Synergy scores: CSS=57.3, Synergy_ZIP=0.681, Synergy_Bliss=-0.189, Synergy_Loewe=2.75, Synergy_HSA=3.47. (5) Drug 1: C1CC(=O)NC(=O)C1N2CC3=C(C2=O)C=CC=C3N. Drug 2: COCCOC1=C(C=C2C(=C1)C(=NC=N2)NC3=CC=CC(=C3)C#C)OCCOC.Cl. Cell line: CAKI-1. Synergy scores: CSS=22.8, Synergy_ZIP=-4.58, Synergy_Bliss=1.91, Synergy_Loewe=-1.15, Synergy_HSA=5.55.